From a dataset of NCI-60 drug combinations with 297,098 pairs across 59 cell lines. Regression. Given two drug SMILES strings and cell line genomic features, predict the synergy score measuring deviation from expected non-interaction effect. (1) Drug 1: CC1=C(C=C(C=C1)C(=O)NC2=CC(=CC(=C2)C(F)(F)F)N3C=C(N=C3)C)NC4=NC=CC(=N4)C5=CN=CC=C5. Drug 2: COC1=C2C(=CC3=C1OC=C3)C=CC(=O)O2. Cell line: A498. Synergy scores: CSS=-3.06, Synergy_ZIP=0.204, Synergy_Bliss=-5.32, Synergy_Loewe=-7.86, Synergy_HSA=-8.10. (2) Drug 1: CC12CCC(CC1=CCC3C2CCC4(C3CC=C4C5=CN=CC=C5)C)O. Drug 2: CCC1(C2=C(COC1=O)C(=O)N3CC4=CC5=C(C=CC(=C5CN(C)C)O)N=C4C3=C2)O.Cl. Cell line: MDA-MB-435. Synergy scores: CSS=15.4, Synergy_ZIP=-3.18, Synergy_Bliss=1.60, Synergy_Loewe=-44.7, Synergy_HSA=0.718. (3) Synergy scores: CSS=-1.25, Synergy_ZIP=0.662, Synergy_Bliss=-1.24, Synergy_Loewe=-3.71, Synergy_HSA=-3.15. Cell line: A498. Drug 1: CN1C(=O)N2C=NC(=C2N=N1)C(=O)N. Drug 2: C1=NC2=C(N=C(N=C2N1C3C(C(C(O3)CO)O)F)Cl)N. (4) Drug 1: CC1C(C(=O)NC(C(=O)N2CCCC2C(=O)N(CC(=O)N(C(C(=O)O1)C(C)C)C)C)C(C)C)NC(=O)C3=C4C(=C(C=C3)C)OC5=C(C(=O)C(=C(C5=N4)C(=O)NC6C(OC(=O)C(N(C(=O)CN(C(=O)C7CCCN7C(=O)C(NC6=O)C(C)C)C)C)C(C)C)C)N)C. Drug 2: CCCCCOC(=O)NC1=NC(=O)N(C=C1F)C2C(C(C(O2)C)O)O. Cell line: PC-3. Synergy scores: CSS=-0.527, Synergy_ZIP=-1.89, Synergy_Bliss=-4.50, Synergy_Loewe=-1.83, Synergy_HSA=-2.73. (5) Drug 1: C1CC(C1)(C(=O)O)C(=O)O.[NH2-].[NH2-].[Pt+2]. Drug 2: CS(=O)(=O)OCCCCOS(=O)(=O)C. Cell line: SK-MEL-5. Synergy scores: CSS=11.4, Synergy_ZIP=-6.74, Synergy_Bliss=-4.09, Synergy_Loewe=-6.67, Synergy_HSA=-4.14.